Dataset: Full USPTO retrosynthesis dataset with 1.9M reactions from patents (1976-2016). Task: Predict the reactants needed to synthesize the given product. Given the product [C:19]([O:23][C:24]([N:26]1[CH2:31][CH2:30][CH:29]([O:32][C:33]2[CH:38]=[C:37]([N:39]3[CH2:40][CH2:41][CH2:42][CH2:43]3)[CH:36]=[CH:35][C:34]=2[C:44]([NH:49][C:48]2[CH:50]=[N:51][CH:52]=[CH:53][C:47]=2[C:46]([NH:1][C:2]2[CH:7]=[CH:6][C:5]([Cl:8])=[CH:4][N:3]=2)=[O:54])=[O:45])[CH2:28][CH2:27]1)=[O:25])([CH3:22])([CH3:20])[CH3:21], predict the reactants needed to synthesize it. The reactants are: [NH2:1][C:2]1[CH:7]=[CH:6][C:5]([Cl:8])=[CH:4][N:3]=1.C(OCC)C.C([Mg]Br)C=C.[C:19]([O:23][C:24]([N:26]1[CH2:31][CH2:30][CH:29]([O:32][C:33]2[CH:38]=[C:37]([N:39]3[CH2:43][CH2:42][CH2:41][CH2:40]3)[CH:36]=[CH:35][C:34]=2[C:44]2[O:45][C:46](=[O:54])[C:47]3[CH:53]=[CH:52][N:51]=[CH:50][C:48]=3[N:49]=2)[CH2:28][CH2:27]1)=[O:25])([CH3:22])([CH3:21])[CH3:20].